From a dataset of Aqueous solubility values for 9,982 compounds from the AqSolDB database. Regression/Classification. Given a drug SMILES string, predict its absorption, distribution, metabolism, or excretion properties. Task type varies by dataset: regression for continuous measurements (e.g., permeability, clearance, half-life) or binary classification for categorical outcomes (e.g., BBB penetration, CYP inhibition). For this dataset (solubility_aqsoldb), we predict Y. (1) The drug is CCCCCCCCCCCCCCCCCC[N+](C)(C)C.[Cl-]. The Y is -3.85 log mol/L. (2) The molecule is CC(O)CO.CCCCCCCC(=O)O.CCCCCCCCCC(=O)O. The Y is -6.89 log mol/L. (3) The molecule is CC(C)C(=O)Oc1ccc([N+](=O)[O-])cc1. The Y is -3.96 log mol/L. (4) The molecule is CCc1ccc(CC(C)(C)C#N)cc1. The Y is -3.35 log mol/L. (5) The compound is CC1CN(N=O)CC(C)O1. The Y is -0.0655 log mol/L.